This data is from Retrosynthesis with 50K atom-mapped reactions and 10 reaction types from USPTO. The task is: Predict the reactants needed to synthesize the given product. (1) Given the product O=C(Nc1ccccc1F)c1ccc(Cl)c([N+](=O)[O-])c1, predict the reactants needed to synthesize it. The reactants are: Nc1ccccc1F.O=C(Cl)c1ccc(Cl)c([N+](=O)[O-])c1. (2) Given the product CN(Cc1ccccc1-c1ccccc1)C(=O)CCCSc1ccc(O)cc1, predict the reactants needed to synthesize it. The reactants are: CNCc1ccccc1-c1ccccc1.O=C(O)CCCSc1ccc(O)cc1. (3) Given the product CC(=O)/C=C/[Si](C)(C)C, predict the reactants needed to synthesize it. The reactants are: CC(O)/C=C\[Si](C)(C)C. (4) Given the product CCOC(=O)COCCc1cccc(F)c1, predict the reactants needed to synthesize it. The reactants are: CCOC(=O)CI.OCCc1cccc(F)c1. (5) Given the product Brc1ccc2c(c1)[C@@H]1O[C@@H]1CC2, predict the reactants needed to synthesize it. The reactants are: Brc1ccc2c(c1)C=CCC2.O=C([O-])O.